From a dataset of Full USPTO retrosynthesis dataset with 1.9M reactions from patents (1976-2016). Predict the reactants needed to synthesize the given product. Given the product [CH3:1][C:2]1[C:6]([CH2:7][S:8][CH2:9][C:10]([N:23]2[CH2:24][CH2:25][N:20]([C:16]3[CH:15]=[C:14]([CH3:26])[CH:19]=[CH:18][CH:17]=3)[CH2:21][CH2:22]2)=[O:12])=[C:5]([CH3:13])[O:4][N:3]=1, predict the reactants needed to synthesize it. The reactants are: [CH3:1][C:2]1[C:6]([CH2:7][S:8][CH2:9][C:10]([OH:12])=O)=[C:5]([CH3:13])[O:4][N:3]=1.[C:14]1([CH3:26])[CH:19]=[CH:18][CH:17]=[C:16]([N:20]2[CH2:25][CH2:24][NH:23][CH2:22][CH2:21]2)[CH:15]=1.CCN(CC)CC.C(P1(=O)OP(CCC)(=O)OP(CCC)(=O)O1)CC.